The task is: Regression. Given two drug SMILES strings and cell line genomic features, predict the synergy score measuring deviation from expected non-interaction effect.. This data is from NCI-60 drug combinations with 297,098 pairs across 59 cell lines. (1) Drug 1: CC1=C2C(C(=O)C3(C(CC4C(C3C(C(C2(C)C)(CC1OC(=O)C(C(C5=CC=CC=C5)NC(=O)OC(C)(C)C)O)O)OC(=O)C6=CC=CC=C6)(CO4)OC(=O)C)OC)C)OC. Drug 2: C1=CC(=CC=C1CC(C(=O)O)N)N(CCCl)CCCl.Cl. Cell line: SW-620. Synergy scores: CSS=25.9, Synergy_ZIP=-8.95, Synergy_Bliss=-12.5, Synergy_Loewe=-24.4, Synergy_HSA=-10.7. (2) Drug 1: CC1C(C(CC(O1)OC2CC(CC3=C2C(=C4C(=C3O)C(=O)C5=C(C4=O)C(=CC=C5)OC)O)(C(=O)C)O)N)O.Cl. Cell line: OVCAR-4. Drug 2: C1=C(C(=O)NC(=O)N1)N(CCCl)CCCl. Synergy scores: CSS=9.45, Synergy_ZIP=-2.68, Synergy_Bliss=-0.834, Synergy_Loewe=-0.920, Synergy_HSA=0.268.